From a dataset of Full USPTO retrosynthesis dataset with 1.9M reactions from patents (1976-2016). Predict the reactants needed to synthesize the given product. (1) Given the product [CH:25]1([C@H:28]([NH:32][C:33]([C:12]2[C:13]([NH:19][C:9]([NH:8][C:3]3[CH:4]=[CH:5][CH:6]=[CH:7][C:2]=3[CH3:1])=[O:10])=[CH:14][C:15]3[C:16](=[CH:1][CH:2]=[CH:3][CH:4]=3)[CH:17]=2)=[O:35])[C:29]([OH:31])=[O:30])[CH2:24][CH2:23][CH2:22][CH2:27][CH2:26]1, predict the reactants needed to synthesize it. The reactants are: [CH3:1][C:2]1[CH:7]=[CH:6][CH:5]=[CH:4][C:3]=1[N:8]=[C:9]=[O:10].Cl[C:12]1[CH:17]=[CH:16][CH:15]=[C:14](C)[C:13]=1[N:19]=C=O.[CH2:22]1[CH2:27][CH2:26][CH:25]([C@H:28]([NH:32][C:33]([O:35]CC2C3C(=CC=CC=3)C3C2=CC=CC=3)=O)[C:29]([OH:31])=[O:30])[CH2:24][CH2:23]1. (2) Given the product [Cl:43][C:44]1[CH:51]=[CH:50][C:47]([CH2:48][O:34][C:32]([C:19]2[C:18](=[O:35])[C:17]3[C:22](=[CH:23][C:14]([N:11]4[CH2:10][CH2:9][NH:8][CH2:13][CH2:12]4)=[C:15]([F:36])[CH:16]=3)[N:21]([CH2:24][C:25]3[CH:30]=[CH:29][C:28]([Cl:31])=[CH:27][CH:26]=3)[CH:20]=2)=[O:33])=[CH:46][CH:45]=1, predict the reactants needed to synthesize it. The reactants are: C(OC([N:8]1[CH2:13][CH2:12][N:11]([C:14]2[CH:23]=[C:22]3[C:17]([C:18](=[O:35])[C:19]([C:32]([OH:34])=[O:33])=[CH:20][N:21]3[CH2:24][C:25]3[CH:30]=[CH:29][C:28]([Cl:31])=[CH:27][CH:26]=3)=[CH:16][C:15]=2[F:36])[CH2:10][CH2:9]1)=O)(C)(C)C.C(=O)([O-])[O-].[K+].[K+].[Cl:43][C:44]1[CH:51]=[CH:50][C:47]([CH2:48]Br)=[CH:46][CH:45]=1. (3) Given the product [Cl:1][C:2]1[CH:3]=[CH:4][C:5]2[N:11]3[C:12]([CH3:15])=[N:13][N:14]=[C:10]3[C@@H:9]([CH2:33][CH2:38][C:36]([OH:39])=[O:31])[O:8][C@H:7]([C:20]3[CH:25]=[CH:24][CH:23]=[C:22]([O:26][CH3:27])[C:21]=3[O:28][CH3:29])[C:6]=2[CH:30]=1, predict the reactants needed to synthesize it. The reactants are: [Cl:1][C:2]1[CH:3]=[CH:4][C:5]2[N:11]3[C:12]([CH3:15])=[N:13][N:14]=[C:10]3[C@@H:9](C(C)C#N)[O:8][C@H:7]([C:20]3[CH:25]=[CH:24][CH:23]=[C:22]([O:26][CH3:27])[C:21]=3[O:28][CH3:29])[C:6]=2[CH:30]=1.[OH-:31].[Na+].[CH3:33]O.Cl.[CH:36]([OH:39])([CH3:38])C. (4) Given the product [CH:1]1([CH2:6][CH:7]([C:11]2[CH:16]=[CH:15][C:14]([C:17]#[CH:18])=[CH:13][CH:12]=2)[C:8]([NH:53][C:54]2[S:55][CH:56]=[CH:57][N:58]=2)=[O:10])[CH2:2][CH2:3][CH2:4][CH2:5]1, predict the reactants needed to synthesize it. The reactants are: [CH:1]1([CH2:6][CH:7]([C:11]2[CH:16]=[CH:15][C:14]([C:17]#[CH:18])=[CH:13][CH:12]=2)[C:8]([OH:10])=O)[CH2:5][CH2:4][CH2:3][CH2:2]1.F[P-](F)(F)(F)(F)F.N1(O[P+](N(C)C)(N(C)C)N(C)C)C2C=CC=CC=2N=N1.C(N(CC)CC)C.[NH2:53][C:54]1[S:55][CH:56]=[CH:57][N:58]=1. (5) Given the product [F:19][C:20]([F:25])([F:24])[CH2:21][CH2:22][NH:23][C:6]([C:5]1[CH:2]=[C:3]([C:5]2[CH:10]=[C:9]([F:11])[CH:8]=[CH:7][C:6]=2[O:12][CH3:13])[N:18]([CH2:17][CH:14]2[CH2:16][CH2:15]2)[C:3]=1[CH3:2])=[O:12], predict the reactants needed to synthesize it. The reactants are: Br[CH2:2][C:3]([C:5]1[CH:10]=[C:9]([F:11])[CH:8]=[CH:7][C:6]=1[O:12][CH3:13])=O.[CH:14]1([CH2:17][NH2:18])[CH2:16][CH2:15]1.[F:19][C:20]([F:25])([F:24])[CH2:21][CH2:22][NH2:23]. (6) Given the product [CH3:1][O:2][C:3]([C:5]1[CH:6]=[N:7][C:8]([O:17][CH2:18][C:19]([F:22])([F:20])[F:21])=[C:9]([CH:11]2[CH2:16][CH2:15][CH2:14][CH2:13][CH2:12]2)[CH:10]=1)=[O:4], predict the reactants needed to synthesize it. The reactants are: [CH3:1][O:2][C:3]([C:5]1[CH:6]=[N:7][C:8]([O:17][CH2:18][C:19]([F:22])([F:21])[F:20])=[C:9]([C:11]2[CH2:16][CH2:15][CH2:14][CH2:13][CH:12]=2)[CH:10]=1)=[O:4].